Dataset: Catalyst prediction with 721,799 reactions and 888 catalyst types from USPTO. Task: Predict which catalyst facilitates the given reaction. (1) Reactant: [Br:1][C:2]1[CH:10]=[CH:9][C:5]([C:6]([OH:8])=[O:7])=[C:4]([O:11][CH2:12][CH:13]([CH3:15])[CH3:14])[CH:3]=1.[C:16](=O)([O-])[O-].[K+].[K+].IC. Product: [Br:1][C:2]1[CH:10]=[CH:9][C:5]([C:6]([O:8][CH3:16])=[O:7])=[C:4]([O:11][CH2:12][CH:13]([CH3:15])[CH3:14])[CH:3]=1. The catalyst class is: 9. (2) Reactant: [N+]([C:4]1[CH:9]=[CH:8][N:7]=[C:6]([NH:10][C:11]([CH:13]2[CH2:15][CH2:14]2)=[O:12])[CH:5]=1)([O-])=O.[OH:16][C:17]1[CH:18]=[C:19]2[C:24](=[CH:25][CH:26]=1)[N:23]=[CH:22][C:21]([C:27]([OH:29])=[O:28])=[CH:20]2.C(=O)([O-])[O-].[Cs+].[Cs+]. Product: [CH:13]1([C:11]([NH:10][C:6]2[CH:5]=[C:4]([O:16][C:17]3[CH:18]=[C:19]4[C:24](=[CH:25][CH:26]=3)[N:23]=[CH:22][C:21]([C:27]([OH:29])=[O:28])=[CH:20]4)[CH:9]=[CH:8][N:7]=2)=[O:12])[CH2:15][CH2:14]1. The catalyst class is: 9. (3) Reactant: [CH3:1][C:2]1[CH:7]=[C:6]([C:8]2[C:12]3[CH:13]=[C:14]4[C:19](=[CH:20][C:11]=3[N:10](C(C3C=CC=CC=3)(C3C=CC=CC=3)C3C=CC=CC=3)[N:9]=2)[NH:18][C:17](=[O:21])[N:16]([CH2:22][C:23]2[N:24]=[CH:25][S:26][CH:27]=2)[CH2:15]4)[CH:5]=[CH:4][N:3]=1.C(O)(C(F)(F)F)=O. Product: [CH3:1][C:2]1[CH:7]=[C:6]([C:8]2[C:12]3[CH:13]=[C:14]4[C:19](=[CH:20][C:11]=3[NH:10][N:9]=2)[NH:18][C:17](=[O:21])[N:16]([CH2:22][C:23]2[N:24]=[CH:25][S:26][CH:27]=2)[CH2:15]4)[CH:5]=[CH:4][N:3]=1. The catalyst class is: 2. (4) Reactant: [ClH:1].[CH2:2]([S:4]([N:7]1[CH:11]=[CH:10][CH:9]=[C:8]1[CH2:12][NH:13]C(=O)OC(C)(C)C)(=[O:6])=[O:5])[CH3:3]. Product: [ClH:1].[CH2:2]([S:4]([N:7]1[CH:11]=[CH:10][CH:9]=[C:8]1[CH2:12][NH2:13])(=[O:5])=[O:6])[CH3:3]. The catalyst class is: 13. (5) Reactant: [Cl:1][C:2]1[CH:3]=[C:4]([C:12]([OH:14])=O)[CH:5]=[N:6][C:7]=1[O:8][CH:9]([CH3:11])[CH3:10].C(N(CC)CC)C.O.OC1C2N=NNC=2C=CC=1.C(Cl)CCl.O[NH:38][C:39]([C:41]1[CH:42]=[C:43]2[C:47](=[CH:48][CH:49]=1)[NH:46][N:45]=[CH:44]2)=[NH:40]. Product: [Cl:1][C:2]1[CH:3]=[C:4]([C:12]2[O:14][N:38]=[C:39]([C:41]3[CH:42]=[C:43]4[C:47](=[CH:48][CH:49]=3)[NH:46][N:45]=[CH:44]4)[N:40]=2)[CH:5]=[N:6][C:7]=1[O:8][CH:9]([CH3:10])[CH3:11]. The catalyst class is: 31. (6) Reactant: [CH3:1][N:2]1[CH:6]=[CH:5][CH:4]=[C:3]1[C:7]([N:9]1[CH2:14][CH2:13][N:12]([C:15]([NH:17][CH:18]2[CH2:23][CH2:22][N:21]([C:24]3[CH:29]=[CH:28][C:27]([CH:30]=[CH:31][C:32]([N:34]4[CH2:39][CH2:38][O:37][CH2:36][CH2:35]4)=[O:33])=[CH:26][CH:25]=3)[CH2:20][CH2:19]2)=[O:16])[CH2:11][CH2:10]1)=[O:8].[H][H]. Product: [CH3:1][N:2]1[CH:6]=[CH:5][CH:4]=[C:3]1[C:7]([N:9]1[CH2:10][CH2:11][N:12]([C:15]([NH:17][CH:18]2[CH2:23][CH2:22][N:21]([C:24]3[CH:29]=[CH:28][C:27]([CH2:30][CH2:31][C:32]([N:34]4[CH2:35][CH2:36][O:37][CH2:38][CH2:39]4)=[O:33])=[CH:26][CH:25]=3)[CH2:20][CH2:19]2)=[O:16])[CH2:13][CH2:14]1)=[O:8]. The catalyst class is: 358. (7) Reactant: [CH:1]1([N:5]2[CH2:11][CH2:10][C:9]3[CH:12]=[CH:13][C:14]([CH:16]4[CH2:21][CH2:20][N:19]([C:22]5[N:23]=[CH:24][C:25]([C:28]([OH:30])=O)=[N:26][CH:27]=5)[CH2:18][CH2:17]4)=[CH:15][C:8]=3[CH2:7][CH2:6]2)[CH2:4][CH2:3][CH2:2]1.C(Cl)(=O)C([Cl:34])=O. Product: [CH:1]1([N:5]2[CH2:11][CH2:10][C:9]3[CH:12]=[CH:13][C:14]([CH:16]4[CH2:21][CH2:20][N:19]([C:22]5[N:23]=[CH:24][C:25]([C:28]([Cl:34])=[O:30])=[N:26][CH:27]=5)[CH2:18][CH2:17]4)=[CH:15][C:8]=3[CH2:7][CH2:6]2)[CH2:4][CH2:3][CH2:2]1. The catalyst class is: 120. (8) Reactant: [Cl:1][C:2]1[CH:10]=[CH:9][C:5]([C:6]([OH:8])=O)=[C:4]([N+:11]([O-:13])=[O:12])[CH:3]=1.[C:14](Cl)(=O)C(Cl)=O.C(OCC)(=O)CC(OCC)=O.[H-].[Na+]. Product: [Cl:1][C:2]1[CH:10]=[CH:9][C:5]([C:6](=[O:8])[CH3:14])=[C:4]([N+:11]([O-:13])=[O:12])[CH:3]=1. The catalyst class is: 118.